This data is from Reaction yield outcomes from USPTO patents with 853,638 reactions. The task is: Predict the reaction yield, written as a fraction of the theoretical maximum amount of product (1.0 means a 100% yield; for example, 0.34 means a 34% yield). (1) The reactants are [F:1][CH:2]([F:13])[O:3][C:4]1[CH:9]=[CH:8][C:7]([CH2:10][CH:11]=[O:12])=[CH:6][CH:5]=1.[BH4-].[Na+]. The catalyst is C(O)C. The product is [F:1][CH:2]([F:13])[O:3][C:4]1[CH:5]=[CH:6][C:7]([CH2:10][CH2:11][OH:12])=[CH:8][CH:9]=1. The yield is 0.500. (2) The reactants are [Cl:1][C:2]1[N:10]2[C:5]([C:6](=[O:12])[NH:7][C:8]([CH3:11])=[N:9]2)=[CH:4][CH:3]=1.C([O-])([O-])=O.[Cs+].[Cs+].[CH2:19](Br)[C:20]1[CH:25]=[CH:24][CH:23]=[CH:22][CH:21]=1. The catalyst is O1CCOCC1.O. The product is [CH2:19]([N:7]1[C:6](=[O:12])[C:5]2=[CH:4][CH:3]=[C:2]([Cl:1])[N:10]2[N:9]=[C:8]1[CH3:11])[C:20]1[CH:25]=[CH:24][CH:23]=[CH:22][CH:21]=1. The yield is 0.870. (3) The reactants are [CH:1]1([CH:6]([C:8]2[C:16]3[C:11](=[CH:12][C:13]([C@@H:17]4[CH2:21][N:20](CC5C=CC=CC=5)[CH2:19][C@:18]4([CH2:30][OH:31])[CH3:29])=[CH:14][CH:15]=3)[NH:10][N:9]=2)[CH3:7])[CH2:5][CH2:4][CH2:3][CH2:2]1. The catalyst is [Pd].C(O)C. The product is [CH:1]1([CH:6]([C:8]2[C:16]3[C:11](=[CH:12][C:13]([C@@H:17]4[CH2:21][NH:20][CH2:19][C@:18]4([CH2:30][OH:31])[CH3:29])=[CH:14][CH:15]=3)[NH:10][N:9]=2)[CH3:7])[CH2:5][CH2:4][CH2:3][CH2:2]1. The yield is 0.710. (4) The yield is 0.410. The reactants are [Cl:1][C:2]1[CH:3]=[C:4]2[C:9](=[CH:10][CH:11]=1)[NH:8][CH:7]([C:12]([F:15])([F:14])[F:13])[C:6]([C:16]([O:18]CC)=[O:17])=[CH:5]2.[OH-].[Na+].CO.O. The catalyst is O1CCCC1. The product is [Cl:1][C:2]1[CH:3]=[C:4]2[C:9](=[CH:10][CH:11]=1)[NH:8][CH:7]([C:12]([F:15])([F:13])[F:14])[C:6]([C:16]([OH:18])=[O:17])=[CH:5]2. (5) The reactants are [F:1][C:2]1[CH:10]=[CH:9][C:8]([CH2:11][C:12]2[C:21]3[CH2:20][CH2:19][CH2:18][CH2:17][C:16]=3[C:15](=[O:22])[NH:14][N:13]=2)=[CH:7][C:3]=1[C:4]([OH:6])=O.Cl.[CH3:24][O:25][CH2:26][CH2:27][O:28][CH:29]1[CH2:34][CH2:33][NH:32][CH2:31][CH2:30]1.C(N(CC)CC)C.F[P-](F)(F)(F)(F)F.N1(OC(N(C)C)=[N+](C)C)C2C=CC=CC=2N=N1. The catalyst is CN(C)C(=O)C.C(Cl)Cl.C(OCC)C. The product is [F:1][C:2]1[CH:10]=[CH:9][C:8]([CH2:11][C:12]2[C:21]3[CH2:20][CH2:19][CH2:18][CH2:17][C:16]=3[C:15](=[O:22])[NH:14][N:13]=2)=[CH:7][C:3]=1[C:4]([N:32]1[CH2:33][CH2:34][CH:29]([O:28][CH2:27][CH2:26][O:25][CH3:24])[CH2:30][CH2:31]1)=[O:6]. The yield is 0.499.